Dataset: Catalyst prediction with 721,799 reactions and 888 catalyst types from USPTO. Task: Predict which catalyst facilitates the given reaction. (1) Reactant: [N+:1]([C:4]1[CH:12]=[N:11][CH:10]=[CH:9][C:5]=1[C:6]([OH:8])=O)([O-:3])=[O:2].[NH2:13][CH2:14][C:15]([CH3:18])([OH:17])[CH3:16].F[B-](F)(F)F.N1(OC(N(C)C)=[N+](C)C)C2C=CC=CC=2N=N1.C(N(CC)CC)C. Product: [OH:17][C:15]([CH3:18])([CH3:16])[CH2:14][NH:13][C:6](=[O:8])[C:5]1[CH:9]=[CH:10][N:11]=[CH:12][C:4]=1[N+:1]([O-:3])=[O:2]. The catalyst class is: 54. (2) Reactant: [C:1]([O:5][C:6]([NH:8][CH:9]([C:15]([CH3:19])([CH3:18])[CH:16]=[CH2:17])[C:10]([O:12]CC)=[O:11])=[O:7])([CH3:4])([CH3:3])[CH3:2].[OH-].[Na+].[OH-].[K+]. Product: [C:1]([O:5][C:6]([NH:8][CH:9]([C:15]([CH3:19])([CH3:18])[CH:16]=[CH2:17])[C:10]([OH:12])=[O:11])=[O:7])([CH3:4])([CH3:3])[CH3:2]. The catalyst class is: 14. (3) Reactant: [NH2:1][C@H:2]1[CH2:7][CH2:6][C@H:5]([NH:8][C:9]2[C:16]([F:17])=[CH:15][C:12]([C:13]#[N:14])=[C:11]([O:18][CH3:19])[N:10]=2)[CH2:4][CH2:3]1.C(N(C(C)C)CC)(C)C.Cl[C:30]([O:32][CH2:33][C:34]1[CH:39]=[CH:38][CH:37]=[CH:36][CH:35]=1)=[O:31].O. Product: [C:13]([C:12]1[CH:15]=[C:16]([F:17])[C:9]([NH:8][C@H:5]2[CH2:4][CH2:3][C@H:2]([NH:1][C:30](=[O:31])[O:32][CH2:33][C:34]3[CH:39]=[CH:38][CH:37]=[CH:36][CH:35]=3)[CH2:7][CH2:6]2)=[N:10][C:11]=1[O:18][CH3:19])#[N:14]. The catalyst class is: 4. (4) Reactant: C[O:2][C:3](=[O:35])[CH2:4][C:5]1[CH:10]=[CH:9][CH:8]=[C:7]([NH:11][C:12]2[C:13]3[C:20]([C:21]4[CH:26]=[CH:25][C:24]([O:27][CH3:28])=[CH:23][CH:22]=4)=[C:19]([C:29]4[CH:34]=[CH:33][CH:32]=[CH:31][CH:30]=4)[O:18][C:14]=3[N:15]=[CH:16][N:17]=2)[CH:6]=1.[OH-].[Na+]. Product: [CH3:28][O:27][C:24]1[CH:23]=[CH:22][C:21]([C:20]2[C:13]3[C:12]([NH:11][C:7]4[CH:6]=[C:5]([CH2:4][C:3]([OH:35])=[O:2])[CH:10]=[CH:9][CH:8]=4)=[N:17][CH:16]=[N:15][C:14]=3[O:18][C:19]=2[C:29]2[CH:34]=[CH:33][CH:32]=[CH:31][CH:30]=2)=[CH:26][CH:25]=1. The catalyst class is: 1. (5) The catalyst class is: 18. Reactant: I.[CH3:2][C:3]1([NH:16][C:17](SC)=[NH:18])[CH2:8][CH2:7][N:6]([C:9]2[CH:14]=[C:13]([CH3:15])[N:12]=[CH:11][N:10]=2)[CH2:5][CH2:4]1.Cl[CH2:22][CH2:23][CH2:24][CH:25]([C:29]1[CH:34]=[CH:33][C:32]([F:35])=[C:31]([F:36])[CH:30]=1)[C:26](O)=O.C(Cl)CCl.O.O[N:43]1C2C=CC=CC=2N=[N:44]1.CCN(C(C)C)C(C)C.NN. Product: [F:36][C:31]1[CH:30]=[C:29]([CH:25]2[CH2:24][CH2:23][CH2:22][N:43]3[N:44]=[C:17]([NH:16][C:3]4([CH3:2])[CH2:8][CH2:7][N:6]([C:9]5[CH:14]=[C:13]([CH3:15])[N:12]=[CH:11][N:10]=5)[CH2:5][CH2:4]4)[N:18]=[C:26]23)[CH:34]=[CH:33][C:32]=1[F:35]. (6) Reactant: [C:1]1([CH:7]2[CH2:11][N:10]([CH2:12][C:13]3[N:14]=[CH:15][N:16](C(C4C=CC=CC=4)(C4C=CC=CC=4)C4C=CC=CC=4)[CH:17]=3)[C:9](=[O:37])[CH2:8]2)[CH:6]=[CH:5][CH:4]=[CH:3][CH:2]=1.[CH3:38]I. Product: [CH3:38][N:14]1[C:13]([CH2:12][N:10]2[CH2:11][CH:7]([C:1]3[CH:2]=[CH:3][CH:4]=[CH:5][CH:6]=3)[CH2:8][C:9]2=[O:37])=[CH:17][N:16]=[CH:15]1. The catalyst class is: 23. (7) Product: [C:3]([NH:6][C:7]1[CH:12]=[CH:11][CH:10]=[CH:9][C:8]=1[C:13](=[O:15])[CH2:14][Br:1])(=[O:5])[CH3:4]. Reactant: [Br:1]Br.[C:3]([NH:6][C:7]1[CH:12]=[CH:11][CH:10]=[CH:9][C:8]=1[C:13](=[O:15])[CH3:14])(=[O:5])[CH3:4]. The catalyst class is: 22. (8) Reactant: [CH3:1][O:2][C:3]([C:5]1[C:15]2[O:14][CH2:13][CH2:12][CH2:11][O:10][C:9]=2[CH:8]=[C:7]([N+:16]([O-])=O)[CH:6]=1)=[O:4].Cl[Sn]Cl.C([O-])(O)=O.[Na+]. Product: [CH3:1][O:2][C:3]([C:5]1[C:15]2[O:14][CH2:13][CH2:12][CH2:11][O:10][C:9]=2[CH:8]=[C:7]([NH2:16])[CH:6]=1)=[O:4]. The catalyst class is: 8. (9) Reactant: [N:1]([C:4]1[C:9]([Cl:10])=[CH:8][CH:7]=[CH:6][C:5]=1[Cl:11])=[N+:2]=[N-:3].C[Si](C)(C)[C:14]#[C:15][CH2:16][OH:17]. Product: [Cl:11][C:5]1[CH:6]=[CH:7][CH:8]=[C:9]([Cl:10])[C:4]=1[N:1]1[C:15]([CH2:16][OH:17])=[CH:14][N:3]=[N:2]1. The catalyst class is: 308.